From a dataset of Reaction yield outcomes from USPTO patents with 853,638 reactions. Predict the reaction yield, written as a fraction of the theoretical maximum amount of product (1.0 means a 100% yield; for example, 0.34 means a 34% yield). (1) The reactants are [Cl:1][C:2]1[N:7]=[C:6](Cl)[CH:5]=[CH:4][N:3]=1.[OH:9][C:10]1[CH:39]=[CH:38][CH:37]=[CH:36][C:11]=1[CH2:12][NH:13][C:14]([NH:16][C:17]1[N:21]([C:22]2[CH:27]=[CH:26][CH:25]=[C:24]([S:28]([CH3:31])(=[O:30])=[O:29])[CH:23]=2)[N:20]=[C:19]([C:32]([CH3:35])([CH3:34])[CH3:33])[CH:18]=1)=[O:15].[OH-].[Na+].[Cl-].[NH4+]. The catalyst is CC(C)=O. The product is [Cl:1][C:2]1[N:7]=[C:6]([O:9][C:10]2[CH:39]=[CH:38][CH:37]=[CH:36][C:11]=2[CH2:12][NH:13][C:14]([NH:16][C:17]2[N:21]([C:22]3[CH:27]=[CH:26][CH:25]=[C:24]([S:28]([CH3:31])(=[O:30])=[O:29])[CH:23]=3)[N:20]=[C:19]([C:32]([CH3:33])([CH3:34])[CH3:35])[CH:18]=2)=[O:15])[CH:5]=[CH:4][N:3]=1. The yield is 0.650. (2) The reactants are [OH:1][C:2]1[CH:11]=[CH:10][C:5]([C:6]([O:8][CH3:9])=[O:7])=[CH:4][CH:3]=1.[I:12]Cl. The catalyst is C(O)(=O)C. The product is [OH:1][C:2]1[CH:3]=[CH:4][C:5]([C:6]([O:8][CH3:9])=[O:7])=[CH:10][C:11]=1[I:12]. The yield is 0.903. (3) The reactants are C([O:8][CH2:9][CH:10]1[O:24][C:14]2=[C:15]3[C:20](=[CH:21][CH:22]=[C:13]2[O:12][CH2:11]1)[N:19]=[C:18]([CH3:23])[CH:17]=[CH:16]3)C1C=CC=CC=1.C1CCCCC=1. The catalyst is CCO.[Pd]. The product is [CH3:23][C:18]1[CH:17]=[CH:16][C:15]2[C:20](=[CH:21][CH:22]=[C:13]3[O:12][CH2:11][C@@H:10]([CH2:9][OH:8])[O:24][C:14]3=2)[N:19]=1. The yield is 0.980. (4) The reactants are [CH:1]1([O:7][C:8]2[CH:15]=[CH:14][CH:13]=[C:12]([N+:16]([O-])=O)[C:9]=2[C:10]#[N:11])[CH2:6][CH2:5][CH2:4][CH2:3][CH2:2]1.CCOC(C)=O. The product is [NH2:16][C:12]1[CH:13]=[CH:14][CH:15]=[C:8]([O:7][CH:1]2[CH2:2][CH2:3][CH2:4][CH2:5][CH2:6]2)[C:9]=1[C:10]#[N:11]. The yield is 0.940. The catalyst is C1COCC1.CC(O)=O.[Fe]. (5) The reactants are [Cl:1][C:2]1[S:6][C:5]([C:7]([N:9](C(CC(C)(C)C)(C)C)[CH2:10][C@@H:11]2[O:15][C:14](=[O:16])[N:13]([C:17]3[CH:22]=[CH:21][C:20]([N:23]4[CH2:28][CH2:27][O:26][CH2:25][C:24]4=[O:29])=[CH:19][CH:18]=3)[CH2:12]2)=[O:8])=[CH:4][CH:3]=1.Cl. The catalyst is C1COCC1. The product is [Cl:1][C:2]1[S:6][C:5]([C:7]([NH:9][CH2:10][C@@H:11]2[O:15][C:14](=[O:16])[N:13]([C:17]3[CH:18]=[CH:19][C:20]([N:23]4[CH2:28][CH2:27][O:26][CH2:25][C:24]4=[O:29])=[CH:21][CH:22]=3)[CH2:12]2)=[O:8])=[CH:4][CH:3]=1. The yield is 0.340. (6) The reactants are [NH2:1][C:2]1[N:7]=[C:6]([Cl:8])[CH:5]=[C:4](Cl)[N:3]=1.B([O-])[O-].[C:13]([O:17][C:18]([NH:20][C@@H:21]([CH2:25][C:26]1[CH:31]=[CH:30][C:29](B2OC(C)(C)C(C)(C)O2)=[CH:28][CH:27]=1)[C:22]([OH:24])=[O:23])=[O:19])([CH3:16])([CH3:15])[CH3:14].C(=O)([O-])[O-].[K+].[K+]. The catalyst is O.Cl[Pd](Cl)([P](C1C=CC=CC=1)(C1C=CC=CC=1)C1C=CC=CC=1)[P](C1C=CC=CC=1)(C1C=CC=CC=1)C1C=CC=CC=1.C(O)C.O. The product is [NH2:1][C:2]1[N:3]=[C:4]([C:29]2[CH:28]=[CH:27][C:26]([CH2:25][C@H:21]([NH:20][C:18]([O:17][C:13]([CH3:16])([CH3:15])[CH3:14])=[O:19])[C:22]([OH:24])=[O:23])=[CH:31][CH:30]=2)[CH:5]=[C:6]([Cl:8])[N:7]=1. The yield is 0.790. (7) The reactants are [F:1][CH:2]([F:14])[O:3][C:4]1[CH:9]=[CH:8][C:7]([N+:10]([O-])=O)=[CH:6][C:5]=1[CH3:13].C(O)(=O)C. The catalyst is C(O)C.O.[Fe]. The product is [NH2:10][C:7]1[CH:8]=[CH:9][C:4]([O:3][CH:2]([F:1])[F:14])=[C:5]([CH3:13])[CH:6]=1. The yield is 0.950. (8) The reactants are [NH2:1][C:2]1[CH:3]=[C:4]2[C:8](=[CH:9][CH:10]=1)[NH:7][CH:6]=[C:5]2[CH:11]1[CH2:16][CH2:15][N:14]([C:17]([O:19][C:20]([CH3:23])([CH3:22])[CH3:21])=[O:18])[CH2:13][CH2:12]1.CCN(CC)CC.[C:31]([C:33]1[CH:38]=[CH:37][N:36]=[C:35]([C:39](Cl)=[O:40])[CH:34]=1)#[N:32]. The catalyst is ClCCl. The product is [C:31]([C:33]1[CH:38]=[CH:37][N:36]=[C:35]([C:39]([NH:1][C:2]2[CH:3]=[C:4]3[C:8](=[CH:9][CH:10]=2)[NH:7][CH:6]=[C:5]3[CH:11]2[CH2:16][CH2:15][N:14]([C:17]([O:19][C:20]([CH3:23])([CH3:22])[CH3:21])=[O:18])[CH2:13][CH2:12]2)=[O:40])[CH:34]=1)#[N:32]. The yield is 0.950. (9) The reactants are [Cl:1][C:2]1[C:11]2[C:6](=[CH:7][CH:8]=[CH:9][CH:10]=2)[CH:5]=[C:4]([Cl:12])[N:3]=1.S(=O)(=O)(O)O.[Br:18]N1C(=O)CCC1=O. The catalyst is C(#N)C. The product is [Br:18][C:7]1[CH:8]=[CH:9][CH:10]=[C:11]2[C:6]=1[CH:5]=[C:4]([Cl:12])[N:3]=[C:2]2[Cl:1]. The yield is 0.390.